This data is from TCR-epitope binding with 47,182 pairs between 192 epitopes and 23,139 TCRs. The task is: Binary Classification. Given a T-cell receptor sequence (or CDR3 region) and an epitope sequence, predict whether binding occurs between them. (1) The epitope is YVFCTVNAL. The TCR CDR3 sequence is CASSFIQGAPSGNTIYF. Result: 0 (the TCR does not bind to the epitope). (2) The epitope is GLCTLVAML. The TCR CDR3 sequence is CASSPQRGGPTDTQYF. Result: 1 (the TCR binds to the epitope). (3) The epitope is VLAWLYAAV. The TCR CDR3 sequence is CASSQGGGPLMETQYF. Result: 1 (the TCR binds to the epitope). (4) The epitope is TLIGDCATV. The TCR CDR3 sequence is CASSLALGTDTQYF. Result: 1 (the TCR binds to the epitope). (5) The epitope is TLVPQEHYV. The TCR CDR3 sequence is CASSAGNTEAFF. Result: 1 (the TCR binds to the epitope).